Dataset: Forward reaction prediction with 1.9M reactions from USPTO patents (1976-2016). Task: Predict the product of the given reaction. Given the reactants CC(C)([O-])C.[K+].[Br-].[CH3:8][O:9][C:10]1[CH:35]=[CH:34][C:13]([CH2:14][P+](C2C=CC=CC=2)(C2C=CC=CC=2)C2C=CC=CC=2)=[C:12]([CH3:36])[CH:11]=1.[Cl:37][C:38]1[C:39]([CH:64]=O)=[C:40]([C:44]2[N:49]=[C:48]([N:50]3[C:54]([C:55]([F:58])([F:57])[F:56])=[C:53]([C:59]([O:61][CH2:62][CH3:63])=[O:60])[CH:52]=[N:51]3)[CH:47]=[CH:46][CH:45]=2)[CH:41]=[CH:42][CH:43]=1, predict the reaction product. The product is: [Cl:37][C:38]1[C:39](/[CH:64]=[CH:14]/[C:13]2[CH:34]=[CH:35][C:10]([O:9][CH3:8])=[CH:11][C:12]=2[CH3:36])=[C:40]([C:44]2[N:49]=[C:48]([N:50]3[C:54]([C:55]([F:57])([F:58])[F:56])=[C:53]([C:59]([O:61][CH2:62][CH3:63])=[O:60])[CH:52]=[N:51]3)[CH:47]=[CH:46][CH:45]=2)[CH:41]=[CH:42][CH:43]=1.